This data is from Peptide-MHC class I binding affinity with 185,985 pairs from IEDB/IMGT. The task is: Regression. Given a peptide amino acid sequence and an MHC pseudo amino acid sequence, predict their binding affinity value. This is MHC class I binding data. The peptide sequence is RYPLTLGW. The binding affinity (normalized) is 0. The MHC is HLA-A03:01 with pseudo-sequence HLA-A03:01.